Dataset: Catalyst prediction with 721,799 reactions and 888 catalyst types from USPTO. Task: Predict which catalyst facilitates the given reaction. (1) Reactant: [CH:1]1(O)[CH2:5][CH2:4][CH2:3][CH2:2]1.C1(P(C2C=CC=CC=2)C2C=CC=CC=2)C=CC=CC=1.[N:26](C(OC(C)(C)C)=O)=[N:27]C(OC(C)(C)C)=O.[ClH:42].C1(N)C(F)=C(F)C(F)=C(N)C=1F.Cl.Cl. Product: [ClH:42].[ClH:42].[CH:1]1([NH:26][NH2:27])[CH2:5][CH2:4][CH2:3][CH2:2]1. The catalyst class is: 30. (2) Product: [N:1]1[CH:6]=[CH:5][CH:4]=[C:3]([C:7]([NH:28][CH2:29][CH2:30][C:31]2[CH:32]=[CH:33][C:34]([O:37][C:38](=[O:47])[N:39]([CH3:46])[C:40]3[CH:41]=[CH:42][CH:43]=[CH:44][CH:45]=3)=[CH:35][CH:36]=2)=[O:9])[CH:2]=1. Reactant: [N:1]1[CH:6]=[CH:5][CH:4]=[C:3]([C:7]([OH:9])=O)[CH:2]=1.CCN=C=NCCCN(C)C.C(N(CC)CC)C.[NH2:28][CH2:29][CH2:30][C:31]1[CH:36]=[CH:35][C:34]([O:37][C:38](=[O:47])[N:39]([CH3:46])[C:40]2[CH:45]=[CH:44][CH:43]=[CH:42][CH:41]=2)=[CH:33][CH:32]=1.C(O)(C(F)(F)F)=O. The catalyst class is: 2. (3) Reactant: [S:1]1[CH:5]=[CH:4][CH:3]=[C:2]1[S:6](Cl)(=[O:8])=[O:7].[NH2:10][CH2:11][CH2:12][CH2:13][CH2:14][N:15]1[C:27]2[C:26]3[CH:25]=[CH:24][CH:23]=[CH:22][C:21]=3[N:20]=[C:19]([NH2:28])[C:18]=2[N:17]=[C:16]1[CH2:29][CH2:30][CH2:31][CH3:32].ClCCl. Product: [NH2:28][C:19]1[C:18]2[N:17]=[C:16]([CH2:29][CH2:30][CH2:31][CH3:32])[N:15]([CH2:14][CH2:13][CH2:12][CH2:11][NH:10][S:6]([C:2]3[S:1][CH:5]=[CH:4][CH:3]=3)(=[O:8])=[O:7])[C:27]=2[C:26]2[CH:25]=[CH:24][CH:23]=[CH:22][C:21]=2[N:20]=1. The catalyst class is: 17. (4) Reactant: [CH3:1][O:2][C:3]1[CH:20]=[CH:19][C:18]2[C@@H:17]3[C@@H:8]([C@H:9]4[C@@:13]([CH2:15][CH2:16]3)([CH3:14])[C:12](=O)[CH2:11][CH2:10]4)[CH2:7][CH2:6][C:5]=2[CH:4]=1.[C:22]1([S:28]([NH:31][NH2:32])(=[O:30])=[O:29])[CH:27]=[CH:26][CH:25]=[CH:24][CH:23]=1. Product: [C:22]1([S:28]([NH:31][N:32]=[C:12]2[CH2:11][CH2:10][C@H:9]3[C@@H:8]4[C@H:17]([CH2:16][CH2:15][C@:13]23[CH3:14])[C:18]2[CH:19]=[CH:20][C:3]([O:2][CH3:1])=[CH:4][C:5]=2[CH2:6][CH2:7]4)(=[O:29])=[O:30])[CH:23]=[CH:24][CH:25]=[CH:26][CH:27]=1. The catalyst class is: 361. (5) Reactant: Br[C:2]1[C:11]2[C:6](=[CH:7][CH:8]=[C:9]([C:12]3[CH:13]=[N:14][N:15]([CH3:17])[CH:16]=3)[CH:10]=2)[C:5](=[O:18])[N:4]([CH3:19])[CH:3]=1.[CH3:20][C:21]1([CH3:37])[C:25]([CH3:27])([CH3:26])[O:24][B:23]([B:23]2[O:24][C:25]([CH3:27])([CH3:26])[C:21]([CH3:37])([CH3:20])[O:22]2)[O:22]1.CC([O-])=O.[K+]. Product: [CH3:19][N:4]1[CH:3]=[C:2]([B:23]2[O:24][C:25]([CH3:27])([CH3:26])[C:21]([CH3:37])([CH3:20])[O:22]2)[C:11]2[C:6](=[CH:7][CH:8]=[C:9]([C:12]3[CH:13]=[N:14][N:15]([CH3:17])[CH:16]=3)[CH:10]=2)[C:5]1=[O:18]. The catalyst class is: 75. (6) Reactant: [CH3:1][C:2]1[C:11](OS(C(F)(F)F)(=O)=O)=[CH:10][CH:9]=[C:8]2[C:3]=1[CH2:4][CH2:5][N:6]([C:20]([O:22][C:23]([CH3:26])([CH3:25])[CH3:24])=[O:21])[CH2:7]2.C([O-])(=O)C.[K+].[CH3:32][C:33]1([CH3:49])[C:37]([CH3:39])([CH3:38])[O:36][B:35]([B:35]2[O:36][C:37]([CH3:39])([CH3:38])[C:33]([CH3:49])([CH3:32])[O:34]2)[O:34]1. Product: [CH3:1][C:2]1[C:11]([B:35]2[O:36][C:37]([CH3:39])([CH3:38])[C:33]([CH3:49])([CH3:32])[O:34]2)=[CH:10][CH:9]=[C:8]2[C:3]=1[CH2:4][CH2:5][N:6]([C:20]([O:22][C:23]([CH3:26])([CH3:25])[CH3:24])=[O:21])[CH2:7]2. The catalyst class is: 75. (7) Reactant: [Li]CCCC.Br[C:7]1[S:8][CH:9]=[CH:10][N:11]=1.[CH2:12]([O:19][C:20]1[CH:21]=[C:22]([CH:25]=[CH:26][C:27]=1[N+:28]([O-:30])=[O:29])[CH:23]=[O:24])[C:13]1[CH:18]=[CH:17][CH:16]=[CH:15][CH:14]=1.[NH4+].[Cl-]. Product: [CH2:12]([O:19][C:20]1[CH:21]=[C:22]([CH:23]([C:7]2[S:8][CH:9]=[CH:10][N:11]=2)[OH:24])[CH:25]=[CH:26][C:27]=1[N+:28]([O-:30])=[O:29])[C:13]1[CH:14]=[CH:15][CH:16]=[CH:17][CH:18]=1. The catalyst class is: 332.